This data is from Forward reaction prediction with 1.9M reactions from USPTO patents (1976-2016). The task is: Predict the product of the given reaction. (1) The product is: [CH3:10][C:5]1[C:6]([N:13]2[CH2:14][CH2:15][CH2:16][CH2:17][CH:12]2[CH3:11])=[N:7][CH:8]=[C:3]([CH:4]=1)[C:1]#[N:2]. Given the reactants [C:1]([C:3]1[CH:4]=[C:5]([CH3:10])[C:6](F)=[N:7][CH:8]=1)#[N:2].[CH3:11][CH:12]1[CH2:17][CH2:16][CH2:15][CH2:14][NH:13]1, predict the reaction product. (2) Given the reactants [CH3:1][C:2]1[CH:7]=[C:6]([C:8]([CH3:10])=[O:9])[C:5]([OH:11])=[C:4]([N+:12]([O-:14])=[O:13])[CH:3]=1.[CH2:15]([O:22][C:23]1[CH:30]=[C:29]([O:31][CH2:32][C:33]2[CH:38]=[CH:37][CH:36]=[CH:35][CH:34]=2)[CH:28]=[CH:27][C:24]=1[CH:25]=O)[C:16]1[CH:21]=[CH:20][CH:19]=[CH:18][CH:17]=1, predict the reaction product. The product is: [CH2:15]([O:22][C:23]1[CH:30]=[C:29]([O:31][CH2:32][C:33]2[CH:38]=[CH:37][CH:36]=[CH:35][CH:34]=2)[CH:28]=[CH:27][C:24]=1/[CH:25]=[CH:10]/[C:8]([C:6]1[CH:7]=[C:2]([CH3:1])[CH:3]=[C:4]([N+:12]([O-:14])=[O:13])[C:5]=1[OH:11])=[O:9])[C:16]1[CH:17]=[CH:18][CH:19]=[CH:20][CH:21]=1. (3) Given the reactants [OH:1][C:2]1[CH:3]=[C:4]2[C:9](=[CH:10][CH:11]=1)[O:8][C:7](=[O:12])[CH:6]=[CH:5]2.C(OC([N:20]1[CH2:25][CH2:24][C:23]2([CH2:30][CH2:29][CH:28](O)[CH2:27][CH2:26]2)[CH2:22][CH2:21]1)=O)(C)(C)C, predict the reaction product. The product is: [CH2:22]1[C:23]2([CH2:30][CH2:29][CH:28]([O:1][C:2]3[CH:3]=[C:4]4[C:9](=[CH:10][CH:11]=3)[O:8][C:7](=[O:12])[CH:6]=[CH:5]4)[CH2:27][CH2:26]2)[CH2:24][CH2:25][NH:20][CH2:21]1. (4) Given the reactants [C:1](Cl)(=[O:8])[C:2]1[CH:7]=[CH:6][CH:5]=[CH:4][CH:3]=1.[C:10]1([C:16]2[C:17]3[CH:26]=[CH:25][CH:24]=[CH:23][C:18]=3[NH:19][CH2:20][CH2:21][N:22]=2)[CH:15]=[CH:14][CH:13]=[CH:12][CH:11]=1.C(N(CC)CC)C, predict the reaction product. The product is: [C:2]1([C:1]([N:19]2[C:18]3[CH:23]=[CH:24][CH:25]=[CH:26][C:17]=3[C:16]([C:10]3[CH:11]=[CH:12][CH:13]=[CH:14][CH:15]=3)=[N:22][CH2:21][CH2:20]2)=[O:8])[CH:7]=[CH:6][CH:5]=[CH:4][CH:3]=1. (5) Given the reactants [C:1](Cl)(=O)[C:2]([Cl:4])=[O:3].[K+].[C:8]([C:10]([C:15]1[S:16][CH:17]=[CH:18][CH:19]=1)=CC([O-])=O)#[N:9], predict the reaction product. The product is: [C:8]([C:10]([C:15]1[S:16][CH:17]=[CH:18][CH:19]=1)=[CH:1][C:2]([Cl:4])=[O:3])#[N:9]. (6) Given the reactants [CH3:1][NH:2][S:3]([CH2:6][CH2:7][C:8]1[CH:9]=[C:10]2[C:14](=[CH:15][CH:16]=1)[NH:13][CH:12]=[CH:11]2)(=[O:5])=[O:4].[CH3:17][N:18]1[CH2:23][CH2:22][C:21](=O)[CH2:20][CH2:19]1.FC(F)(F)C(O)=O.C(=O)(O)[O-].[Na+], predict the reaction product. The product is: [CH3:1][NH:2][S:3]([CH2:6][CH2:7][C:8]1[CH:9]=[C:10]2[C:14](=[CH:15][CH:16]=1)[NH:13][CH:12]=[C:11]2[C:21]1[CH2:22][CH2:23][N:18]([CH3:17])[CH2:19][CH:20]=1)(=[O:5])=[O:4]. (7) Given the reactants [F:1][C:2]([F:7])([F:6])[C:3]([OH:5])=[O:4].[F:8][C:9]([F:14])([F:13])[C:10]([OH:12])=[O:11].[Cl:15][C:16]1[CH:17]=[N:18][C:19]2[NH:20][C:21]3[CH:22]=[N:23][CH:24]=[C:25]([CH:47]=3)[CH2:26][CH2:27][C:28]3[CH:36]=[C:32]([NH:33][C:34]=1[N:35]=2)[CH:31]=[CH:30][C:29]=3[NH:37][C:38](=[O:46])[CH2:39][CH:40]1[CH2:45][CH2:44][NH:43][CH2:42][CH2:41]1.[S:48]1[C:52]([C:53](O)=[O:54])=[CH:51][CH:50]=[N:49]1, predict the reaction product. The product is: [F:1][C:2]([F:7])([F:6])[C:3]([OH:5])=[O:4].[F:8][C:9]([F:14])([F:13])[C:10]([OH:12])=[O:11].[Cl:15][C:16]1[CH:17]=[N:18][C:19]2[NH:20][C:21]3[CH:22]=[N:23][CH:24]=[C:25]([CH:47]=3)[CH2:26][CH2:27][C:28]3[CH:36]=[C:32]([NH:33][C:34]=1[N:35]=2)[CH:31]=[CH:30][C:29]=3[NH:37][C:38](=[O:46])[CH2:39][CH:40]1[CH2:45][CH2:44][N:43]([C:53]([C:52]2[S:48][N:49]=[CH:50][CH:51]=2)=[O:54])[CH2:42][CH2:41]1. (8) Given the reactants [N:1]1[CH:6]=[CH:5][CH:4]=[CH:3][C:2]=1[C:7]1[C:12]2[N:13]=[CH:14][CH:15]=[CH:16][C:11]=2[C:10](=[O:17])[NH:9][N:8]=1.[CH2:18](Br)[CH3:19].C(=O)([O-])[O-].[K+].[K+].C1C(O)=CC(O)=C(C2C(=O)C3C(=CC(O)=C(CC=C(CO)CO)C=3O)OC=2)C=1, predict the reaction product. The product is: [CH2:18]([N:9]1[C:10](=[O:17])[C:11]2[CH:16]=[CH:15][CH:14]=[N:13][C:12]=2[C:7]([C:2]2[CH:3]=[CH:4][CH:5]=[CH:6][N:1]=2)=[N:8]1)[CH3:19]. (9) Given the reactants [CH3:1][C:2]1[CH:7]=[CH:6][CH:5]=[CH:4][C:3]=1[S:8](Cl)(=[O:10])=[O:9].[C:12]1([NH:18][CH:19]2[CH2:24][CH2:23][N:22]([C:25]([O:27][CH2:28][C@@H:29]([N:31]([CH2:39][C:40]3[CH:45]=[CH:44][CH:43]=[CH:42][CH:41]=3)[CH2:32][C:33]3[CH:38]=[CH:37][CH:36]=[CH:35][CH:34]=3)[CH3:30])=[O:26])[CH2:21][CH2:20]2)[CH:17]=[CH:16][CH:15]=[CH:14][CH:13]=1, predict the reaction product. The product is: [C:12]1([N:18]([CH:19]2[CH2:24][CH2:23][N:22]([C:25]([O:27][CH2:28][C@@H:29]([N:31]([CH2:32][C:33]3[CH:34]=[CH:35][CH:36]=[CH:37][CH:38]=3)[CH2:39][C:40]3[CH:41]=[CH:42][CH:43]=[CH:44][CH:45]=3)[CH3:30])=[O:26])[CH2:21][CH2:20]2)[S:8]([C:3]2[CH:4]=[CH:5][CH:6]=[CH:7][C:2]=2[CH3:1])(=[O:10])=[O:9])[CH:13]=[CH:14][CH:15]=[CH:16][CH:17]=1. (10) Given the reactants [CH3:1][C:2]([C:5]1[C:10]([C:11]2[CH:16]=[C:15]([O:17][CH3:18])[CH:14]=[CH:13][C:12]=2[F:19])=[CH:9][C:8]([CH2:20][O:21][C:22]2[CH:27]=[CH:26][C:25]([C@H:28]([CH2:34][CH2:35][CH2:36][CH3:37])[CH2:29][C:30]([O:32]C)=[O:31])=[CH:24][CH:23]=2)=[CH:7][CH:6]=1)([CH3:4])[CH3:3].C1COCC1.CCO.[OH-].[Na+], predict the reaction product. The product is: [CH3:4][C:2]([C:5]1[C:10]([C:11]2[CH:16]=[C:15]([O:17][CH3:18])[CH:14]=[CH:13][C:12]=2[F:19])=[CH:9][C:8]([CH2:20][O:21][C:22]2[CH:23]=[CH:24][C:25]([C@H:28]([CH2:34][CH2:35][CH2:36][CH3:37])[CH2:29][C:30]([OH:32])=[O:31])=[CH:26][CH:27]=2)=[CH:7][CH:6]=1)([CH3:1])[CH3:3].